This data is from Full USPTO retrosynthesis dataset with 1.9M reactions from patents (1976-2016). The task is: Predict the reactants needed to synthesize the given product. Given the product [Cl:3][C:4]1[CH:5]=[N:6][CH:7]=[C:8]([Cl:33])[C:9]=1[NH:10][C:11]1[C:20]2[C:15](=[C:16]([O:23][CH2:24][CH2:25][CH2:26][C:27]([OH:29])=[O:28])[C:17]([O:21][CH3:22])=[CH:18][CH:19]=2)[O:14][C:13](=[O:32])[CH:12]=1, predict the reactants needed to synthesize it. The reactants are: [OH-].[Li+].[Cl:3][C:4]1[CH:5]=[N:6][CH:7]=[C:8]([Cl:33])[C:9]=1[NH:10][C:11]1[C:20]2[C:15](=[C:16]([O:23][CH2:24][CH2:25][CH2:26][C:27]([O:29]CC)=[O:28])[C:17]([O:21][CH3:22])=[CH:18][CH:19]=2)[O:14][C:13](=[O:32])[CH:12]=1.CO.